Dataset: Forward reaction prediction with 1.9M reactions from USPTO patents (1976-2016). Task: Predict the product of the given reaction. The product is: [NH2:7][C:8]1[C:13]([CH2:14][OH:15])=[CH:12][CH:11]=[CH:10][N:9]=1. Given the reactants [H-].[Al+3].[Li+].[H-].[H-].[H-].[NH2:7][C:8]1[C:13]([C:14](O)=[O:15])=[CH:12][CH:11]=[CH:10][N:9]=1.O.[OH-].[Na+], predict the reaction product.